This data is from Reaction yield outcomes from USPTO patents with 853,638 reactions. The task is: Predict the reaction yield, written as a fraction of the theoretical maximum amount of product (1.0 means a 100% yield; for example, 0.34 means a 34% yield). (1) The yield is 0.110. The reactants are [Cl:1][C:2]1[CH:14]=[CH:13][C:5]([CH2:6][N:7]2[CH2:12][CH2:11][NH:10][CH2:9][CH2:8]2)=[CH:4][CH:3]=1.Br.[F:16][C:17]1[CH:45]=[CH:44][C:20]([O:21][CH2:22][CH2:23][CH2:24][N:25]2[C:29]3[CH:30]=[CH:31][CH:32]=[CH:33][C:28]=3[N:27]([CH2:34][C:35]3[CH:42]=[CH:41][C:38]([CH:39]=O)=[CH:37][CH:36]=3)[C:26]2=[NH:43])=[CH:19][CH:18]=1.C([BH3-])#N.[Na+].C(O)(=O)C. The product is [Cl:1][C:2]1[CH:14]=[CH:13][C:5]([CH2:6][N:7]2[CH2:12][CH2:11][N:10]([CH2:39][C:38]3[CH:37]=[CH:36][C:35]([CH2:34][N:27]4[C:28]5[CH:33]=[CH:32][CH:31]=[CH:30][C:29]=5[N:25]([CH2:24][CH2:23][CH2:22][O:21][C:20]5[CH:19]=[CH:18][C:17]([F:16])=[CH:45][CH:44]=5)[C:26]4=[NH:43])=[CH:42][CH:41]=3)[CH2:9][CH2:8]2)=[CH:4][CH:3]=1. The catalyst is C1COCC1.O. (2) The reactants are [CH2:1]([O:8][C:9]1[C:10]([NH:16][C:17]([NH2:19])=[S:18])=[N:11][CH:12]=[C:13]([Br:15])[N:14]=1)[C:2]1[CH:7]=[CH:6][CH:5]=[CH:4][CH:3]=1.Cl[CH2:21][C:22](=O)[CH3:23].C(N(CC)CC)C. The product is [CH2:1]([O:8][C:9]1[C:10]([NH:16][C:17]2[S:18][CH:21]=[C:22]([CH3:23])[N:19]=2)=[N:11][CH:12]=[C:13]([Br:15])[N:14]=1)[C:2]1[CH:3]=[CH:4][CH:5]=[CH:6][CH:7]=1. The yield is 0.310. The catalyst is C(O)C. (3) The reactants are [Si:1]([O:8][CH:9]([CH2:12][C@H:13]1[CH2:24][CH2:23][C:22]2[S:21][C:20]3[N:19]=[CH:18][N:17]=[C:16]([O:25][CH:26]4[CH2:31][CH2:30][CH:29]([N:32]5[CH2:37][CH2:36][O:35][CH2:34][CH2:33]5)[CH2:28][CH2:27]4)[C:15]=3[C:14]1=2)[C:10]#[N:11])([C:4]([CH3:7])([CH3:6])[CH3:5])([CH3:3])[CH3:2].[OH:38][Li].O.OO. The catalyst is CO. The product is [Si:1]([O:8][CH:9]([CH2:12][C@H:13]1[CH2:24][CH2:23][C:22]2[S:21][C:20]3[N:19]=[CH:18][N:17]=[C:16]([O:25][CH:26]4[CH2:27][CH2:28][CH:29]([N:32]5[CH2:33][CH2:34][O:35][CH2:36][CH2:37]5)[CH2:30][CH2:31]4)[C:15]=3[C:14]1=2)[C:10]([NH2:11])=[O:38])([C:4]([CH3:6])([CH3:7])[CH3:5])([CH3:3])[CH3:2]. The yield is 0.640. (4) The reactants are [CH3:1][CH:2]1[O:7][CH:6]([CH3:8])[CH2:5][N:4]([CH:9]=[CH:10][C:11]([O:13][CH3:14])=[O:12])[CH2:3]1.C(N(CC)CC)C.[F:22][CH:23]([F:27])[C:24](F)=[O:25]. The catalyst is C1(C)C=CC=CC=1. The product is [F:22][CH:23]([F:27])[C:24](=[O:25])[C:10](=[CH:9][N:4]1[CH2:3][CH:2]([CH3:1])[O:7][CH:6]([CH3:8])[CH2:5]1)[C:11]([O:13][CH3:14])=[O:12]. The yield is 0.853. (5) The reactants are [Si](OC[C@@H]1C(C)=CC(=O)CN1C(OC(C)(C)C)=O)(C(C)(C)C)(C)C.[Si:25]([O:32][CH2:33][C@H:34]1[N:39]([C:40]([O:42][C:43]([CH3:46])([CH3:45])[CH3:44])=[O:41])[CH2:38][C:37]([O:47][Si](C)(C)C)=[CH:36][CH:35]1[CH:52]([CH3:54])[CH3:53])([C:28]([CH3:31])([CH3:30])[CH3:29])([CH3:27])[CH3:26]. No catalyst specified. The product is [Si:25]([O:32][CH2:33][C@@H:34]1[C:35]([CH:52]([CH3:54])[CH3:53])=[CH:36][C:37](=[O:47])[CH2:38][N:39]1[C:40]([O:42][C:43]([CH3:45])([CH3:44])[CH3:46])=[O:41])([C:28]([CH3:29])([CH3:30])[CH3:31])([CH3:27])[CH3:26]. The yield is 0.143.